Dataset: Full USPTO retrosynthesis dataset with 1.9M reactions from patents (1976-2016). Task: Predict the reactants needed to synthesize the given product. (1) Given the product [F:27][C:24]([F:25])([F:26])[C:23]([C:20]1[CH:21]=[CH:22][C:17]([CH2:16][N:13]2[CH2:12][CH2:11][CH:10]([CH:8]([C:5]3[CH:6]=[CH:7][C:2]([NH:1][C:34]([NH:46][CH2:47][C:48]([OH:50])([CH3:51])[CH3:49])=[O:35])=[CH:3][CH:4]=3)[CH3:9])[CH2:15][CH2:14]2)=[CH:18][CH:19]=1)([OH:32])[C:28]([F:31])([F:29])[F:30], predict the reactants needed to synthesize it. The reactants are: [NH2:1][C:2]1[CH:7]=[CH:6][C:5]([CH:8]([CH:10]2[CH2:15][CH2:14][N:13]([CH2:16][C:17]3[CH:22]=[CH:21][C:20]([C:23]([OH:32])([C:28]([F:31])([F:30])[F:29])[C:24]([F:27])([F:26])[F:25])=[CH:19][CH:18]=3)[CH2:12][CH2:11]2)[CH3:9])=[CH:4][CH:3]=1.Cl[C:34](OC1C=CC([N+]([O-])=O)=CC=1)=[O:35].[NH2:46][CH2:47][C:48]([CH3:51])([OH:50])[CH3:49].C(N(CC)CC)C. (2) Given the product [NH2:8][C@@H:9]1[CH2:10][CH2:11][C@H:12]([NH:15][C:16]2[CH:21]=[C:20]([N:22]([CH2:24][CH3:25])[CH3:23])[C:19]([CH3:26])=[CH:18][N:17]=2)[CH2:13][CH2:14]1, predict the reactants needed to synthesize it. The reactants are: C([NH:8][C@@H:9]1[CH2:14][CH2:13][C@H:12]([NH:15][C:16]2[CH:21]=[C:20]([N:22]([CH2:24][CH3:25])[CH3:23])[C:19]([CH3:26])=[CH:18][N:17]=2)[CH2:11][CH2:10]1)C1C=CC=CC=1.C1CCCCC=1. (3) Given the product [Cl:1][C:2]1[CH:7]=[CH:6][C:5]([CH:8]([NH2:37])[C:10]2[CH:15]=[CH:14][C:13]([CH2:16][N:17]3[CH2:21][CH2:20][CH2:19][CH2:18]3)=[CH:12][CH:11]=2)=[CH:4][CH:3]=1, predict the reactants needed to synthesize it. The reactants are: [Cl:1][C:2]1[CH:7]=[CH:6][C:5]([C:8]([C:10]2[CH:15]=[CH:14][C:13]([CH2:16][N:17]3[CH2:21][CH2:20][CH2:19][CH2:18]3)=[CH:12][CH:11]=2)=O)=[CH:4][CH:3]=1.ClC1C=C(C(N)C2C=CC(C[N:37]3CCCC3)=CC=2)C=CC=1.